Dataset: Reaction yield outcomes from USPTO patents with 853,638 reactions. Task: Predict the reaction yield, written as a fraction of the theoretical maximum amount of product (1.0 means a 100% yield; for example, 0.34 means a 34% yield). (1) The reactants are [CH3:1][C@H:2]1[CH2:7][N:6]([C:8]2[CH:9]=[N:10][C:11]([N+:14]([O-])=O)=[CH:12][CH:13]=2)[CH2:5][CH2:4][N:3]1[C:17]([O:19][C:20]([CH3:23])([CH3:22])[CH3:21])=[O:18]. The catalyst is CO.[Pd]. The product is [NH2:14][C:11]1[N:10]=[CH:9][C:8]([N:6]2[CH2:5][CH2:4][N:3]([C:17]([O:19][C:20]([CH3:23])([CH3:22])[CH3:21])=[O:18])[C@@H:2]([CH3:1])[CH2:7]2)=[CH:13][CH:12]=1. The yield is 0.957. (2) The reactants are [NH2:1][C:2]1[CH:7]=[CH:6][C:5]([C:8]2[S:9][C:10]3[CH:16]=[C:15]([CH3:17])[CH:14]=[CH:13][C:11]=3[N:12]=2)=[CH:4][CH:3]=1.[O:18]1[CH:22]=[CH:21][CH:20]=[C:19]1[C:23](Cl)=[O:24].C(N(CC)CC)C. The catalyst is C(Cl)Cl. The product is [O:18]1[CH:22]=[CH:21][CH:20]=[C:19]1[C:23]([NH:1][C:2]1[CH:3]=[CH:4][C:5]([C:8]2[S:9][C:10]3[CH:16]=[C:15]([CH3:17])[CH:14]=[CH:13][C:11]=3[N:12]=2)=[CH:6][CH:7]=1)=[O:24]. The yield is 0.460. (3) The reactants are [Cl:1][C:2]1[CH:11]=[CH:10][CH:9]=[C:8]2[C:3]=1[N:4]=[C:5]([C:13]([O:15][CH2:16][CH3:17])=[O:14])[C:6](=[O:12])[NH:7]2.[CH3:18][O:19][C:20]1[CH:25]=[CH:24][C:23](OB(O)O)=[CH:22][CH:21]=1.N1C=CC=CC=1.C(N(CC)CC)C. The catalyst is C([O-])(=O)C.[Cu+2].C([O-])(=O)C.CCCCCC.C(OCC)(=O)C.C(Cl)(Cl)Cl. The product is [Cl:1][C:2]1[CH:11]=[CH:10][CH:9]=[C:8]2[C:3]=1[N:4]=[C:5]([C:13]([O:15][CH2:16][CH3:17])=[O:14])[C:6](=[O:12])[N:7]2[C:23]1[CH:24]=[CH:25][C:20]([O:19][CH3:18])=[CH:21][CH:22]=1. The yield is 0.780. (4) The reactants are [NH2:1][OH:2].[Br:3][C:4]1[CH:5]=[C:6]([CH:9]=[C:10]([Br:13])[C:11]=1[OH:12])[C:7]#[N:8]. The catalyst is O.C(O)C. The product is [Br:3][C:4]1[CH:5]=[C:6]([CH:9]=[C:10]([Br:13])[C:11]=1[OH:12])[C:7](=[N:1][OH:2])[NH2:8]. The yield is 0.750. (5) The reactants are Br[C:2]1[CH:7]=[CH:6][C:5]([OH:8])=[C:4]([F:9])[CH:3]=1.C([O-])(=O)C.[K+].[CH3:15][C:16]1([CH3:32])[C:20]([CH3:22])([CH3:21])[O:19][B:18]([B:18]2[O:19][C:20]([CH3:22])([CH3:21])[C:16]([CH3:32])([CH3:15])[O:17]2)[O:17]1. The catalyst is O1CCOCC1.Cl[Pd]Cl.C1(P(C2C=CC=CC=2)[C-]2C=CC=C2)C=CC=CC=1.[C-]1(P(C2C=CC=CC=2)C2C=CC=CC=2)C=CC=C1.[Fe+2].C1(P(C2C=CC=CC=2)[C-]2C=CC=C2)C=CC=CC=1.[C-]1(P(C2C=CC=CC=2)C2C=CC=CC=2)C=CC=C1.[Fe+2]. The product is [F:9][C:4]1[CH:3]=[C:2]([B:18]2[O:19][C:20]([CH3:22])([CH3:21])[C:16]([CH3:32])([CH3:15])[O:17]2)[CH:7]=[CH:6][C:5]=1[OH:8]. The yield is 0.900. (6) The reactants are [Cl:1][C:2]1[C:3]([NH:15][CH:16]2[CH2:21][CH2:20][N:19]([CH3:22])[CH2:18][CH2:17]2)=[CH:4][C:5]([NH:8]C(=O)C(C)(C)C)=[N:6][CH:7]=1.C([O-])([O-])=O.[Na+].[Na+]. The yield is 0.660. The product is [Cl:1][C:2]1[C:3]([NH:15][CH:16]2[CH2:21][CH2:20][N:19]([CH3:22])[CH2:18][CH2:17]2)=[CH:4][C:5]([NH2:8])=[N:6][CH:7]=1. The catalyst is Cl.